This data is from Forward reaction prediction with 1.9M reactions from USPTO patents (1976-2016). The task is: Predict the product of the given reaction. (1) The product is: [Cl:1][C:2]1[CH:11]=[C:10]([NH:12][CH:13]([CH3:15])[CH3:14])[C:5]([C:6]([NH:8][NH:9][C:24](=[O:29])[C:25]([O:27][CH3:28])=[O:26])=[O:7])=[CH:4][N:3]=1. Given the reactants [Cl:1][C:2]1[CH:11]=[C:10]([NH:12][CH:13]([CH3:15])[CH3:14])[C:5]([C:6]([NH:8][NH2:9])=[O:7])=[CH:4][N:3]=1.CCN(CC)CC.Cl[C:24](=[O:29])[C:25]([O:27][CH3:28])=[O:26], predict the reaction product. (2) Given the reactants [I:1]/[CH:2]=[CH:3]/[C:4]1[CH:9]=[CH:8][C:7]([OH:10])=[CH:6][CH:5]=1.Cl.Cl[CH2:13][CH2:14][N:15]1[CH2:20][CH2:19][O:18][CH2:17][CH2:16]1, predict the reaction product. The product is: [I:1]/[CH:2]=[CH:3]/[C:4]1[CH:9]=[CH:8][C:7]([O:10][CH2:13][CH2:14][N:15]2[CH2:20][CH2:19][O:18][CH2:17][CH2:16]2)=[CH:6][CH:5]=1. (3) Given the reactants [CH3:1][O:2][C:3]1[CH:10]=[CH:9][C:6]([CH:7]=O)=[CH:5][C:4]=1[N+:11]([O-:13])=[O:12].C(O)(=O)[CH2:15][C:16]([OH:18])=[O:17].N1CCCCC1, predict the reaction product. The product is: [CH3:1][O:2][C:3]1[CH:10]=[CH:9][C:6]([CH:7]=[CH:15][C:16]([OH:18])=[O:17])=[CH:5][C:4]=1[N+:11]([O-:13])=[O:12]. (4) Given the reactants [CH3:1][NH:2][C@H:3]1[CH2:8][CH2:7][C@H:6]([CH2:9][CH2:10][CH2:11][CH2:12][CH2:13]OS(C)(=O)=O)[CH2:5][CH2:4]1.F[C:20](F)(F)C(O)=O.Cl[C:27]([O:29][C:30]1[CH:35]=[CH:34][C:33]([C:36]([F:39])([F:38])[F:37])=[CH:32][CH:31]=1)=[O:28].[CH2:40]([CH2:43][NH2:44])[CH:41]=C, predict the reaction product. The product is: [F:37][C:36]([F:39])([F:38])[C:33]1[CH:34]=[CH:35][C:30]([O:29][C:27](=[O:28])[N:2]([C@H:3]2[CH2:4][CH2:5][C@H:6]([CH2:9][CH2:10][CH2:11][CH2:12][CH2:13][N:44]([CH2:43][CH:40]=[CH2:41])[CH3:20])[CH2:7][CH2:8]2)[CH3:1])=[CH:31][CH:32]=1. (5) Given the reactants [C:1]([NH:5][S:6]([C:9]1[CH:14]=[CH:13][CH:12]=[CH:11][C:10]=1[O:15][CH3:16])(=[O:8])=[O:7])([CH3:4])([CH3:3])[CH3:2].C([Li])CCC.[I:22]I, predict the reaction product. The product is: [C:1]([NH:5][S:6]([C:9]1[C:10]([O:15][CH3:16])=[CH:11][CH:12]=[CH:13][C:14]=1[I:22])(=[O:8])=[O:7])([CH3:4])([CH3:3])[CH3:2]. (6) Given the reactants [Cl:1][C:2]1[CH:7]=[CH:6][C:5]([C:8]2[C:14]3[C:15]([CH3:19])=[C:16]([CH3:18])[S:17][C:13]=3[N:12]3[C:20]([CH3:23])=[N:21][N:22]=[C:11]3[C@@:10]3([CH2:25][C@H:24]3[CH2:26]OC)[N:9]=2)=[CH:4][CH:3]=1.FC(F)(F)C(O)=O.ClC1C=CC(C2C3C(C)=C(C)SC=3NC(=O)C3(CCC3)N=2)=CC=1, predict the reaction product. The product is: [Cl:1][C:2]1[CH:3]=[CH:4][C:5]([C:8]2[C:14]3[C:15]([CH3:19])=[C:16]([CH3:18])[S:17][C:13]=3[N:12]3[C:20]([CH3:23])=[N:21][N:22]=[C:11]3[C:10]3([CH2:25][CH2:26][CH2:24]3)[N:9]=2)=[CH:6][CH:7]=1. (7) The product is: [CH3:1][C:2]1[C:3]([C:22]([N:24]2[CH2:29][CH2:28][CH2:27][C@@H:26]([C:30]([OH:32])=[O:31])[CH2:25]2)=[O:23])=[CH:4][C:5]2[C:6]3[N:15]([CH:16]4[CH2:17][CH2:18][O:19][CH2:20][CH2:21]4)[N:14]=[CH:13][C:7]=3[C:8](=[O:12])[NH:9][C:10]=2[CH:11]=1. Given the reactants [CH3:1][C:2]1[C:3]([C:22]([N:24]2[CH2:29][CH2:28][CH2:27][C@@H:26]([C:30]([O:32]CC)=[O:31])[CH2:25]2)=[O:23])=[CH:4][C:5]2[C:6]3[N:15]([CH:16]4[CH2:21][CH2:20][O:19][CH2:18][CH2:17]4)[N:14]=[CH:13][C:7]=3[C:8](=[O:12])[NH:9][C:10]=2[CH:11]=1.C(O)C.[OH-].[Na+].O, predict the reaction product.